From a dataset of Reaction yield outcomes from USPTO patents with 853,638 reactions. Predict the reaction yield, written as a fraction of the theoretical maximum amount of product (1.0 means a 100% yield; for example, 0.34 means a 34% yield). The reactants are [F:1][C:2]1[CH:3]=[C:4]([C:8]2[N:13]=[C:12]([NH2:14])[CH:11]=[N:10][C:9]=2[C:15]2[CH:20]=[CH:19][N:18]=[CH:17][CH:16]=2)[CH:5]=[CH:6][CH:7]=1.Br[C:22]1[CH:23]=[N:24][CH:25]=[CH:26][CH:27]=1.CC1(C)C2C=CC=C(P(C3C=CC=CC=3)C3C=CC=CC=3)C=2OC2C1=CC=CC=2P(C1C=CC=CC=1)C1C=CC=CC=1.C(=O)([O-])[O-].[Cs+].[Cs+]. The catalyst is [Pd].[Pd].C(=CC(C=CC1C=CC=CC=1)=O)C1C=CC=CC=1.C(=CC(C=CC1C=CC=CC=1)=O)C1C=CC=CC=1.C(=CC(C=CC1C=CC=CC=1)=O)C1C=CC=CC=1.O.O1CCOCC1. The product is [F:1][C:2]1[CH:3]=[C:4]([C:8]2[N:13]=[C:12]([NH:14][C:22]3[CH:23]=[N:24][CH:25]=[CH:26][CH:27]=3)[CH:11]=[N:10][C:9]=2[C:15]2[CH:20]=[CH:19][N:18]=[CH:17][CH:16]=2)[CH:5]=[CH:6][CH:7]=1. The yield is 0.630.